This data is from Full USPTO retrosynthesis dataset with 1.9M reactions from patents (1976-2016). The task is: Predict the reactants needed to synthesize the given product. (1) Given the product [NH2:1][C:4]1[CH:5]=[N:6][N:7]([CH2:9][C@H:10]([OH:13])[CH2:11][OH:12])[CH:8]=1, predict the reactants needed to synthesize it. The reactants are: [N+:1]([C:4]1[CH:5]=[N:6][N:7]([CH2:9][C@H:10]([OH:13])[CH2:11][OH:12])[CH:8]=1)([O-])=O. (2) Given the product [NH2:1][C:2]1[N:7]=[C:6]([N:8]2[CH2:9][CH2:10][C:11]3([CH2:15][N:14]([C:16]([O:18][C:19]([CH3:20])([CH3:21])[CH3:22])=[O:17])[C@H:13]([C:23]([O:25][CH2:26][CH3:27])=[O:24])[CH2:12]3)[CH2:28][CH2:29]2)[CH:5]=[C:4]([O:30][C@H:31]([C:36]2[CH:41]=[C:40]([CH2:42][CH2:43][CH3:44])[CH:39]=[CH:38][C:37]=2[C:45]2[CH:50]=[CH:49][CH:48]=[C:47]([S:51]([CH3:54])(=[O:53])=[O:52])[CH:46]=2)[C:32]([F:35])([F:33])[F:34])[N:3]=1, predict the reactants needed to synthesize it. The reactants are: [NH2:1][C:2]1[N:7]=[C:6]([N:8]2[CH2:29][CH2:28][C:11]3([CH2:15][N:14]([C:16]([O:18][C:19]([CH3:22])([CH3:21])[CH3:20])=[O:17])[C@H:13]([C:23]([O:25][CH2:26][CH3:27])=[O:24])[CH2:12]3)[CH2:10][CH2:9]2)[CH:5]=[C:4]([O:30][C@H:31]([C:36]2[CH:41]=[C:40]([CH:42]=[CH:43][CH3:44])[CH:39]=[CH:38][C:37]=2[C:45]2[CH:50]=[CH:49][CH:48]=[C:47]([S:51]([CH3:54])(=[O:53])=[O:52])[CH:46]=2)[C:32]([F:35])([F:34])[F:33])[N:3]=1. (3) The reactants are: [Cl:1][C:2]1[CH:3]=[CH:4][C:5]([CH3:35])=[C:6]([C:8]2[C:13]([O:14][CH3:15])=[CH:12][N:11]([CH:16]([CH3:33])[C:17]([NH:19][C:20]3[CH:32]=[CH:31][C:23]([C:24]([O:26]C(C)(C)C)=[O:25])=[CH:22][CH:21]=3)=[O:18])[C:10](=[O:34])[CH:9]=2)[CH:7]=1.C(O)(C(F)(F)F)=O. Given the product [Cl:1][C:2]1[CH:3]=[CH:4][C:5]([CH3:35])=[C:6]([C:8]2[C:13]([O:14][CH3:15])=[CH:12][N:11]([CH:16]([CH3:33])[C:17]([NH:19][C:20]3[CH:21]=[CH:22][C:23]([C:24]([OH:26])=[O:25])=[CH:31][CH:32]=3)=[O:18])[C:10](=[O:34])[CH:9]=2)[CH:7]=1, predict the reactants needed to synthesize it. (4) Given the product [C:34]1([C:44]2[CH:49]=[CH:48][CH:47]=[CH:46][CH:45]=2)[CH:39]=[CH:38][C:37]([S:40]([N:8]2[CH2:12][CH2:11][S:10][CH:9]2[C:13]([NH:58][CH2:57][C:52]2[CH:53]=[CH:54][CH:55]=[CH:56][C:51]=2[CH3:50])=[O:15])(=[O:42])=[O:41])=[CH:36][CH:35]=1, predict the reactants needed to synthesize it. The reactants are: C(OC([N:8]1[CH2:12][CH2:11][S:10][CH:9]1[C:13]([OH:15])=O)=O)(C)(C)C.C1C=CC(/C(/C2C=CC([N+]([O-])=O)=CC=2)=N/O)=CC=1.[C:34]1([C:44]2[CH:49]=[CH:48][CH:47]=[CH:46][CH:45]=2)[CH:39]=[CH:38][C:37]([S:40](Cl)(=[O:42])=[O:41])=[CH:36][CH:35]=1.[CH3:50][C:51]1[CH:56]=[CH:55][CH:54]=[CH:53][C:52]=1[CH2:57][NH2:58]. (5) Given the product [C:1]([O:4][CH2:5][C:6]1[C:11]([C:12]2[CH:17]=[CH:16][N:15]=[C:14]3[NH:18][C:48]([C:47]4[CH:50]=[CH:51][C:44]([C:42]([N:36]5[CH2:41][CH2:40][O:39][CH2:38][CH2:37]5)=[O:43])=[CH:45][CH:46]=4)=[N:19][C:13]=23)=[CH:10][CH:9]=[CH:8][C:7]=1[N:20]1[C:26](=[O:27])[C:25]2[C:28]([F:35])=[CH:29][C:30]([CH:32]3[CH2:33][CH2:34]3)=[CH:31][C:24]=2[O:23][CH2:22][CH2:21]1)(=[O:3])[CH3:2], predict the reactants needed to synthesize it. The reactants are: [C:1]([O:4][CH2:5][C:6]1[C:11]([C:12]2[CH:17]=[CH:16][N:15]=[C:14]([NH2:18])[C:13]=2[NH2:19])=[CH:10][CH:9]=[CH:8][C:7]=1[N:20]1[C:26](=[O:27])[C:25]2[C:28]([F:35])=[CH:29][C:30]([CH:32]3[CH2:34][CH2:33]3)=[CH:31][C:24]=2[O:23][CH2:22][CH2:21]1)(=[O:3])[CH3:2].[N:36]1([C:42]([C:44]2[CH:51]=[CH:50][C:47]([CH:48]=O)=[CH:46][CH:45]=2)=[O:43])[CH2:41][CH2:40][O:39][CH2:38][CH2:37]1.CC1C=CC(S(O)(=O)=O)=CC=1. (6) Given the product [F:26][C:14]1[CH:15]=[C:16]([N:19]2[CH:24]=[CH:23][CH:22]=[CH:21][C:20]2=[O:25])[CH:17]=[CH:18][C:13]=1[NH:12][C:11]([C@H:10]1[CH2:9][N:8]([S:28]([CH3:31])(=[O:30])=[O:29])[CH2:7][C@@H:6]1[C:4]([OH:5])=[O:3])=[O:27], predict the reactants needed to synthesize it. The reactants are: C([O:3][C:4]([C@@H:6]1[C@@H:10]([C:11](=[O:27])[NH:12][C:13]2[CH:18]=[CH:17][C:16]([N:19]3[CH:24]=[CH:23][CH:22]=[CH:21][C:20]3=[O:25])=[CH:15][C:14]=2[F:26])[CH2:9][N:8]([S:28]([CH3:31])(=[O:30])=[O:29])[CH2:7]1)=[O:5])C. (7) Given the product [Cl:1][C:2]1[CH:3]=[C:4]([C:10]2[CH:14]=[CH:13][N:12]([CH2:15][C@@H:16]([NH:18][C:19]([C:21]3[N:22]=[C:23]([C:37]([OH:36])([CH3:38])[CH3:31])[S:24][CH:25]=3)=[O:20])[CH3:17])[N:11]=2)[CH:5]=[CH:6][C:7]=1[C:8]#[N:9], predict the reactants needed to synthesize it. The reactants are: [Cl:1][C:2]1[CH:3]=[C:4]([C:10]2[CH:14]=[CH:13][N:12]([CH2:15][C@@H:16]([NH:18][C:19]([C:21]3[N:22]=[C:23](C(OCC)=O)[S:24][CH:25]=3)=[O:20])[CH3:17])[N:11]=2)[CH:5]=[CH:6][C:7]=1[C:8]#[N:9].[CH3:31][Mg]Br.CC[O:36][CH2:37][CH3:38].[Cl-].[NH4+]. (8) Given the product [CH2:29]([O:28][C:26](=[O:27])[CH:31]=[CH:17][CH:11]1[CH2:12][CH2:13][CH2:14][CH2:15][CH2:16]1)[CH3:30], predict the reactants needed to synthesize it. The reactants are: C(Cl)(=O)C(Cl)=O.CS(C)=O.[CH:11]1([CH2:17]O)[CH2:16][CH2:15][CH2:14][CH2:13][CH2:12]1.C(N(CC)CC)C.[C:26]([C:31]1C=CC=CC=1P(=C)(C1C=CC=CC=1)C1C=CC=CC=1)([O:28][CH2:29][CH3:30])=[O:27]. (9) Given the product [Br:16][C:17]1[N:22]=[CH:21][C:20]([O:23][CH2:14][C:12]([CH3:15])([OH:13])[CH2:11][CH2:10][N:3]2[CH:4]=[C:5]([N+:7]([O-:9])=[O:8])[N:6]=[C:2]2[Cl:1])=[CH:19][CH:18]=1, predict the reactants needed to synthesize it. The reactants are: [Cl:1][C:2]1[N:3]([CH2:10][CH2:11][C:12]2([CH3:15])[CH2:14][O:13]2)[CH:4]=[C:5]([N+:7]([O-:9])=[O:8])[N:6]=1.[Br:16][C:17]1[N:22]=[CH:21][C:20]([OH:23])=[CH:19][CH:18]=1. (10) Given the product [CH2:10]([O:12][C:13]([C:15]1[N:16]=[C:17]([CH2:33][N:1]2[CH2:9][CH2:8][N:7]([CH2:33][C:17]3[CH:18]=[C:19]([C:21]4[C:22]([O:31][CH3:32])=[CH:23][C:24]([O:29][CH3:30])=[CH:25][C:26]=4[O:27][CH3:28])[CH:20]=[C:15]([C:13]([O:12][CH2:10][CH3:11])=[O:14])[N:16]=3)[CH2:6][CH2:5][N:4]([CH2:33][C:17]3[N:16]=[C:15]([C:13]([O:12][CH2:10][CH3:11])=[O:14])[CH:20]=[C:19]([C:21]4[C:26]([O:27][CH3:28])=[CH:25][C:24]([O:29][CH3:30])=[CH:23][C:22]=4[O:31][CH3:32])[CH:18]=3)[CH2:3][CH2:2]2)[CH:18]=[C:19]([C:21]2[C:26]([O:27][CH3:28])=[CH:25][C:24]([O:29][CH3:30])=[CH:23][C:22]=2[O:31][CH3:32])[CH:20]=1)=[O:14])[CH3:11], predict the reactants needed to synthesize it. The reactants are: [NH:1]1[CH2:9][CH2:8][NH:7][CH2:6][CH2:5][NH:4][CH2:3][CH2:2]1.[CH2:10]([O:12][C:13]([C:15]1[CH:20]=[C:19]([C:21]2[C:26]([O:27][CH3:28])=[CH:25][C:24]([O:29][CH3:30])=[CH:23][C:22]=2[O:31][CH3:32])[CH:18]=[C:17]([CH2:33]Br)[N:16]=1)=[O:14])[CH3:11].